Dataset: Forward reaction prediction with 1.9M reactions from USPTO patents (1976-2016). Task: Predict the product of the given reaction. (1) Given the reactants [C:1]([O:5][C:6]([N:8]1[CH2:13][CH2:12][C@H:11]([NH:14][C:15]([C@@H:17]2[CH2:23][CH2:22][C@@H:21]3[CH2:24][N:18]2[C:19](=[O:33])[N:20]3[O:25]CC2C=CC=CC=2)=[O:16])[C@H:10]([F:34])[CH2:9]1)=[O:7])([CH3:4])([CH3:3])[CH3:2], predict the reaction product. The product is: [C:1]([O:5][C:6]([N:8]1[CH2:13][CH2:12][C@H:11]([NH:14][C:15]([C@@H:17]2[CH2:23][CH2:22][C@@H:21]3[CH2:24][N:18]2[C:19](=[O:33])[N:20]3[OH:25])=[O:16])[C@H:10]([F:34])[CH2:9]1)=[O:7])([CH3:4])([CH3:2])[CH3:3]. (2) The product is: [Cl:25][C:20]1[CH:21]=[CH:22][CH:23]=[CH:24][C:19]=1[C:8]([NH:9][C:12]1[CH:17]=[CH:16][C:15]([Cl:18])=[CH:14][CH:13]=1)=[NH:7]. Given the reactants C(OC(C1[N:7]=[C:8]([C:19]2[CH:24]=[CH:23][CH:22]=[CH:21][C:20]=2[Cl:25])[N:9]([C:12]2[CH:17]=[CH:16][C:15]([Cl:18])=[CH:14][CH:13]=2)C=1Br)=O)C.BrBr.C(OC(C1N=C(C2C=CC=CC=2Cl)N(C2C=CC(Cl)=CC=2)C=1)=O)C.[OH-].[Na+], predict the reaction product. (3) Given the reactants Br[CH2:2][CH:3]=[CH:4][C:5]([N:7]1[CH2:19][C:18]2[S:17][C:16]3[N:15]=[CH:14][N:13]=[C:12]([NH:20][C:21]4[CH:26]=[CH:25][C:24]([F:27])=[C:23]([Cl:28])[CH:22]=4)[C:11]=3[C:10]=2[CH2:9][CH2:8]1)=[O:6].[CH:29]([NH:32][CH3:33])([CH3:31])[CH3:30].CCN(C(C)C)C(C)C.CO.ClCCl, predict the reaction product. The product is: [Cl:28][C:23]1[CH:22]=[C:21]([NH:20][C:12]2[C:11]3[C:10]4[CH2:9][CH2:8][N:7]([C:5](=[O:6])/[CH:4]=[CH:3]/[CH2:2][N:32]([CH:29]([CH3:31])[CH3:30])[CH3:33])[CH2:19][C:18]=4[S:17][C:16]=3[N:15]=[CH:14][N:13]=2)[CH:26]=[CH:25][C:24]=1[F:27].